Dataset: Reaction yield outcomes from USPTO patents with 853,638 reactions. Task: Predict the reaction yield, written as a fraction of the theoretical maximum amount of product (1.0 means a 100% yield; for example, 0.34 means a 34% yield). The reactants are CS([O:5][CH2:6][CH2:7][N:8]1[C:21]2[CH:20]=[CH:19][CH:18]=[CH:17][C:16]=2[O:15][C:14]2[C:9]1=[CH:10][CH:11]=[CH:12][CH:13]=2)(=O)=O.O[C:23]1[CH:28]=[CH:27][C:26]([CH2:29][CH:30]([O:36][CH2:37][CH2:38][CH2:39][CH2:40][CH2:41][CH3:42])[C:31]([O:33][CH2:34][CH3:35])=[O:32])=[CH:25][CH:24]=1. No catalyst specified. The product is [CH:20]1[C:21]2[N:8]([CH2:7][CH2:6][O:5][C:23]3[CH:24]=[CH:25][C:26]([CH2:29][CH:30]([O:36][CH2:37][CH2:38][CH2:39][CH2:40][CH2:41][CH3:42])[C:31]([O:33][CH2:34][CH3:35])=[O:32])=[CH:27][CH:28]=3)[C:9]3[C:14](=[CH:13][CH:12]=[CH:11][CH:10]=3)[O:15][C:16]=2[CH:17]=[CH:18][CH:19]=1. The yield is 0.530.